Dataset: Forward reaction prediction with 1.9M reactions from USPTO patents (1976-2016). Task: Predict the product of the given reaction. (1) Given the reactants N1C=CC=CC=1.[F:7][C:8]([F:19])([F:18])[C:9]1[CH:10]=[C:11](B(O)O)[CH:12]=[CH:13][CH:14]=1.[Br:20][C:21]1[C:22]([N+:26]([O-:28])=[O:27])=[N:23][NH:24][CH:25]=1, predict the reaction product. The product is: [Br:20][C:21]1[C:22]([N+:26]([O-:28])=[O:27])=[N:23][N:24]([C:11]2[CH:12]=[CH:13][CH:14]=[C:9]([C:8]([F:19])([F:18])[F:7])[CH:10]=2)[CH:25]=1. (2) Given the reactants C(O[CH:4](OCC)[CH2:5][C:6]([N:8]1[CH2:13][CH2:12][N:11]([C:14]([O:16][CH2:17][C:18]2[CH:23]=[CH:22][CH:21]=[CH:20][CH:19]=2)=[O:15])[CH2:10][CH2:9]1)=O)C.FC(F)(F)C(O)=O.[NH:34]([C:36]1[CH:41]=[CH:40][CH:39]=[CH:38][N:37]=1)[NH2:35].CS(O)(=O)=O.P(Cl)(Cl)(Cl)=O, predict the reaction product. The product is: [N:37]1[CH:38]=[CH:39][CH:40]=[CH:41][C:36]=1[N:34]1[C:6]([N:8]2[CH2:9][CH2:10][N:11]([C:14]([O:16][CH2:17][C:18]3[CH:19]=[CH:20][CH:21]=[CH:22][CH:23]=3)=[O:15])[CH2:12][CH2:13]2)=[CH:5][CH:4]=[N:35]1. (3) The product is: [CH3:1][O:2][C:3](=[O:22])[C:4]1[CH:5]=[C:6]([N+:19]([O-:21])=[O:20])[CH:7]=[C:8]([C:24]2[CH:29]=[CH:28][C:27]([CH3:30])=[CH:26][N:25]=2)[CH:9]=1. Given the reactants [CH3:1][O:2][C:3](=[O:22])[C:4]1[CH:9]=[C:8](B2OC(C)(C)C(C)(C)O2)[CH:7]=[C:6]([N+:19]([O-:21])=[O:20])[CH:5]=1.Br[C:24]1[CH:29]=[CH:28][C:27]([CH3:30])=[CH:26][N:25]=1.[O-]P([O-])([O-])=O.[K+].[K+].[K+], predict the reaction product.